This data is from Forward reaction prediction with 1.9M reactions from USPTO patents (1976-2016). The task is: Predict the product of the given reaction. (1) Given the reactants C([O:5][C:6]([N:8]1[C:12]2[C:13](=[O:24])[N:14]([C:17]3[CH:22]=[CH:21][C:20]([CH3:23])=[CH:19][CH:18]=3)[CH2:15][CH2:16][C:11]=2[C:10]([NH2:25])=[N:9]1)=O)(C)(C)C.C(=O)([O-])[O-].[K+].[K+].ClC[CH2:34][C:35]([N:37]1[CH2:42][CH2:41][N:40]([C:43]2[CH:48]=[CH:47][CH:46]=[CH:45][CH:44]=2)[CH2:39][CH2:38]1)=O, predict the reaction product. The product is: [NH2:25][C:10]1[C:11]2[CH2:16][CH2:15][N:14]([C:17]3[CH:22]=[CH:21][C:20]([CH3:23])=[CH:19][CH:18]=3)[C:13](=[O:24])[C:12]=2[N:8]([C:6](=[O:5])[CH2:34][CH2:35][N:37]2[CH2:42][CH2:41][N:40]([C:43]3[CH:48]=[CH:47][CH:46]=[CH:45][CH:44]=3)[CH2:39][CH2:38]2)[N:9]=1. (2) The product is: [CH2:1]([O:8][C:9]1[CH:14]=[CH:13][C:12]([Br:15])=[CH:11][C:10]=1[NH2:16])[C:2]1[CH:3]=[CH:4][CH:5]=[CH:6][CH:7]=1. Given the reactants [CH2:1]([O:8][C:9]1[CH:14]=[CH:13][C:12]([Br:15])=[CH:11][C:10]=1[N+:16]([O-])=O)[C:2]1[CH:7]=[CH:6][CH:5]=[CH:4][CH:3]=1, predict the reaction product.